From a dataset of hERG potassium channel inhibition data for cardiac toxicity prediction from Karim et al.. Regression/Classification. Given a drug SMILES string, predict its toxicity properties. Task type varies by dataset: regression for continuous values (e.g., LD50, hERG inhibition percentage) or binary classification for toxic/non-toxic outcomes (e.g., AMES mutagenicity, cardiotoxicity, hepatotoxicity). Dataset: herg_karim. (1) The compound is N[C@H]1COC[C@@H]1Oc1ccc2ncc(F)c(CCC34CCC(NCc5ccc6c(n5)NC(=O)CO6)(CC3)CO4)c2n1. The result is 1 (blocker). (2) The molecule is Nc1ccc([C@H]2CC[C@H](N3CC(NC(=O)CNC(=O)c4cccc(C(F)(F)F)c4)C3)CC2)nc1. The result is 0 (non-blocker). (3) The drug is NC(=O)c1ccc(-c2nc(NCc3ccccn3)c3c(-c4ccccc4)cccc3n2)cn1. The result is 1 (blocker). (4) The drug is COc1nn(C2CCN(C(C)=O)CC2)cc1Nc1ncc(Cl)c(-c2cnn3ccccc23)n1. The result is 0 (non-blocker). (5) The molecule is COc1ccc(C(=O)Nc2ccccc2CCC2CCCCN2C)cc1. The result is 1 (blocker).